This data is from Full USPTO retrosynthesis dataset with 1.9M reactions from patents (1976-2016). The task is: Predict the reactants needed to synthesize the given product. (1) Given the product [Cl:1][C:2]1[C:3]([CH3:20])=[N:4][S:5][C:6]=1[NH:7][C:8](=[O:19])[CH:9]([C:11]1[CH:16]=[CH:15][C:14]([OH:17])=[C:13]([NH:18][C:24](=[O:25])[CH2:23][C:22]([F:28])([F:27])[F:21])[CH:12]=1)[CH3:10], predict the reactants needed to synthesize it. The reactants are: [Cl:1][C:2]1[C:3]([CH3:20])=[N:4][S:5][C:6]=1[NH:7][C:8](=[O:19])[CH:9]([C:11]1[CH:16]=[CH:15][C:14]([OH:17])=[C:13]([NH2:18])[CH:12]=1)[CH3:10].[F:21][C:22]([F:28])([F:27])[CH2:23][C:24](O)=[O:25].Cl.CN(C)CCCN=C=NCC. (2) Given the product [Cl:27][C:24]1[N:25]=[C:26]2[C:21]([CH:20]=[CH:19][C:18](=[O:28])[N:17]2[CH2:16][CH2:15][N:12]2[CH2:11][CH2:10][CH:9]([NH:8][CH2:48][C:45]3[N:44]=[CH:43][C:42]4[O:41][CH2:40][CH2:39][O:38][C:47]=4[CH:46]=3)[CH2:14][CH2:13]2)=[CH:22][CH:23]=1, predict the reactants needed to synthesize it. The reactants are: FC(F)(F)C(O)=O.[NH2:8][CH:9]1[CH2:14][CH2:13][N:12]([CH2:15][CH2:16][N:17]2[C:26]3[C:21](=[CH:22][CH:23]=[C:24]([Cl:27])[N:25]=3)[CH:20]=[CH:19][C:18]2=[O:28])[CH2:11][CH2:10]1.C(N(C(C)C)CC)(C)C.[O:38]1[C:47]2[CH:46]=[C:45]([CH:48]=O)[N:44]=[CH:43][C:42]=2[O:41][CH2:40][CH2:39]1.C([BH3-])#N.[Na+]. (3) Given the product [NH2:1][N:2]1[C:11](=[O:12])[C:10]2[C:5](=[CH:6][CH:7]=[CH:8][CH:9]=2)[N:4]=[C:3]1[NH:34][CH2:33][CH2:32][CH2:31][N:28]1[CH2:29][CH2:30][N:25]([C:16]2[CH:17]=[CH:18][C:19]3[C:24](=[CH:23][CH:22]=[CH:21][CH:20]=3)[N:15]=2)[CH2:26][CH2:27]1, predict the reactants needed to synthesize it. The reactants are: [NH2:1][N:2]1[C:11](=[O:12])[C:10]2[C:5](=[CH:6][CH:7]=[CH:8][CH:9]=2)[N:4]=[C:3]1SC.[N:15]1[C:24]2[C:19](=[CH:20][CH:21]=[CH:22][CH:23]=2)[CH:18]=[CH:17][C:16]=1[N:25]1[CH2:30][CH2:29][N:28]([CH2:31][CH2:32][CH2:33][NH2:34])[CH2:27][CH2:26]1.